Dataset: Catalyst prediction with 721,799 reactions and 888 catalyst types from USPTO. Task: Predict which catalyst facilitates the given reaction. (1) Reactant: [OH:1][C:2]1[C:7]([CH3:8])=[CH:6][CH:5]=[CH:4][C:3]=1[C:9](=O)[CH3:10].CC([O-])=O.[Na+].Cl.[NH2:18][OH:19]. Product: [OH:1][C:2]1[C:7]([CH3:8])=[CH:6][CH:5]=[CH:4][C:3]=1/[C:9](=[N:18]/[OH:19])/[CH3:10]. The catalyst class is: 430. (2) Reactant: [Cl:1][C:2]1[C:3]([C:8]2[CH:16]=[CH:15][C:11]([C:12](O)=O)=[CH:10][CH:9]=2)=[N:4][CH:5]=[CH:6][CH:7]=1.[F:17][C:18]([F:28])([F:27])[C:19]1[CH:20]=[C:21]([NH2:26])[C:22]([NH2:25])=[CH:23][CH:24]=1.C([O-])(O)=O.[Na+]. Product: [Cl:1][C:2]1[C:3]([C:8]2[CH:16]=[CH:15][C:11]([C:12]3[NH:26][C:21]4[CH:20]=[C:19]([C:18]([F:17])([F:27])[F:28])[CH:24]=[CH:23][C:22]=4[N:25]=3)=[CH:10][CH:9]=2)=[N:4][CH:5]=[CH:6][CH:7]=1. The catalyst class is: 33. (3) Reactant: Br[C:2]1[N:3]=[C:4]([NH:10][C:11]2[CH:16]=[CH:15][C:14]([CH2:17][CH2:18][OH:19])=[CH:13][CH:12]=2)[C:5](=[O:9])[N:6]([CH3:8])[CH:7]=1.[C:20]([C:24]1[CH:48]=[CH:47][C:27]([C:28]([NH:30][C:31]2[CH:36]=[CH:35][CH:34]=[C:33](B3OC(C)(C)C(C)(C)O3)[C:32]=2[CH3:46])=[O:29])=[CH:26][CH:25]=1)([CH3:23])([CH3:22])[CH3:21].C(=O)([O-])[O-].[Na+].[Na+].COCCOC. Product: [C:20]([C:24]1[CH:48]=[CH:47][C:27]([C:28]([NH:30][C:31]2[CH:36]=[CH:35][CH:34]=[C:33]([C:2]3[N:3]=[C:4]([NH:10][C:11]4[CH:16]=[CH:15][C:14]([CH2:17][CH2:18][OH:19])=[CH:13][CH:12]=4)[C:5](=[O:9])[N:6]([CH3:8])[CH:7]=3)[C:32]=2[CH3:46])=[O:29])=[CH:26][CH:25]=1)([CH3:23])([CH3:21])[CH3:22]. The catalyst class is: 103. (4) Reactant: [Cr](Cl)([O-])(=O)=O.[NH+]1C=CC=CC=1.[CH3:12][C:13]1([CH2:19][OH:20])[CH2:18][CH2:17][O:16][CH2:15][CH2:14]1. Product: [CH3:12][C:13]1([CH:19]=[O:20])[CH2:18][CH2:17][O:16][CH2:15][CH2:14]1. The catalyst class is: 268. (5) Reactant: [CH3:1][N:2]1[CH2:6][CH:5]([C:7]([O:9][C:10]([CH3:13])([CH3:12])[CH3:11])=[O:8])[NH:4][C:3]1=[O:14].O=[C:16]1N(C(OCC2C=CC=CC=2)=O)[C@H](C(O)=O)CN1.CI.[H-].[Na+]. Product: [CH3:1][N:2]1[CH2:6][CH:5]([C:7]([O:9][C:10]([CH3:11])([CH3:13])[CH3:12])=[O:8])[N:4]([CH3:16])[C:3]1=[O:14]. The catalyst class is: 9.